Dataset: Full USPTO retrosynthesis dataset with 1.9M reactions from patents (1976-2016). Task: Predict the reactants needed to synthesize the given product. Given the product [O:12]=[S:3]1(=[O:13])[C:4]2[CH:11]=[CH:10][CH:9]=[CH:8][C:5]=2[CH2:6][CH:7]([CH2:1][N:24]([CH2:21][CH:22]=[CH2:23])[C:27](=[O:28])[O:29][C:30]([CH3:33])([CH3:32])[CH3:31])[NH:2]1, predict the reactants needed to synthesize it. The reactants are: [CH2:1]1[CH:7]2[N:2]1[S:3](=[O:13])(=[O:12])[C:4]1[CH:11]=[CH:10][CH:9]=[CH:8][C:5]=1[CH2:6]2.C(N(CC)CC)C.[CH2:21]([NH2:24])[CH:22]=[CH2:23].[OH-].[Na+].[C:27](O[C:27]([O:29][C:30]([CH3:33])([CH3:32])[CH3:31])=[O:28])([O:29][C:30]([CH3:33])([CH3:32])[CH3:31])=[O:28].